Dataset: Forward reaction prediction with 1.9M reactions from USPTO patents (1976-2016). Task: Predict the product of the given reaction. Given the reactants C(C1C=C2C(=CC=1)N=C(C(OCC)=O)NC2=O)#N.[CH3:19][C:20]1[C:28]2[C:27](=[O:29])[NH:26][C:25]([C:30]([O:32]CC)=O)=[N:24][C:23]=2[S:22][CH:21]=1.C1(C(C2C=CC=CC=2)(C2C=CC=CC=2)[N:42]2[CH:46]=[N:45][C:44]([S:47][CH2:48][CH2:49][CH2:50][CH2:51][O:52][C:53]3[CH:54]=[C:55]([CH2:59][NH2:60])[CH:56]=[CH:57][CH:58]=3)=[N:43]2)C=CC=CC=1, predict the reaction product. The product is: [CH3:19][C:20]1[C:28]2[C:27](=[O:29])[NH:26][C:25]([C:30]([NH:60][CH2:59][C:55]3[CH:56]=[CH:57][CH:58]=[C:53]([O:52][CH2:51][CH2:50][CH2:49][CH2:48][S:47][C:44]4[N:45]=[CH:46][NH:42][N:43]=4)[CH:54]=3)=[O:32])=[N:24][C:23]=2[S:22][CH:21]=1.